From a dataset of Full USPTO retrosynthesis dataset with 1.9M reactions from patents (1976-2016). Predict the reactants needed to synthesize the given product. (1) Given the product [OH:16][CH2:15][C@@H:9]1[C@@H:10]([OH:11])[C@H:5]([OH:4])[C@H:6]([OH:36])[C@@H:7]([N:20]2[CH:24]=[C:23]([C:25]3[CH:30]=[CH:29][CH:28]=[CH:27][CH:26]=3)[N:22]=[N:21]2)[O:8]1, predict the reactants needed to synthesize it. The reactants are: C([O:4][C@@H:5]1[C@@H:10]([O:11]C(=O)C)[C@@H:9]([CH2:15][O:16]C(=O)C)[O:8][C@H:7]([N:20]2[CH:24]=[C:23]([C:25]3[CH:30]=[CH:29][CH:28]=[CH:27][CH:26]=3)[N:22]=[N:21]2)[C@H:6]1CC([O-])=O)(=O)C.C[O-:36].[Na+]. (2) Given the product [O:1]=[C:2]1[C:11]2[C:6](=[CH:7][CH:8]=[CH:9][CH:10]=2)[N:5]([CH2:2][C:11]2[CH:6]=[CH:7][C:8]([N:17]3[CH:21]=[CH:20][CH:19]=[N:18]3)=[CH:9][CH:10]=2)[N:4]=[C:3]1[C:12]([O:14][CH2:15][CH3:16])=[O:13], predict the reactants needed to synthesize it. The reactants are: [O:1]=[C:2]1[C:11]2[C:6](=[CH:7][CH:8]=[CH:9][CH:10]=2)[NH:5][N:4]=[C:3]1[C:12]([O:14][CH2:15][CH3:16])=[O:13].[NH:17]1[CH:21]=[CH:20][CH:19]=[N:18]1.C(=O)([O-])[O-].[K+].[K+]. (3) Given the product [O:1]1[C:5]2[CH:6]=[CH:7][CH:8]=[CH:9][C:4]=2[CH:3]=[C:2]1[C:10]1[N:14]2[N:15]=[C:16]([NH:20][CH2:21][CH:22]([OH:29])[CH2:23][N:24]3[CH2:28][CH2:27][CH2:26][CH2:25]3)[CH:17]=[CH:18][C:13]2=[N:12][CH:11]=1, predict the reactants needed to synthesize it. The reactants are: [O:1]1[C:5]2[CH:6]=[CH:7][CH:8]=[CH:9][C:4]=2[CH:3]=[C:2]1[C:10]1[N:14]2[N:15]=[C:16](Cl)[CH:17]=[CH:18][C:13]2=[N:12][CH:11]=1.[NH2:20][CH2:21][CH:22]([OH:29])[CH2:23][N:24]1[CH2:28][CH2:27][CH2:26][CH2:25]1. (4) Given the product [C:26]([Si:30]([CH3:47])([CH3:46])[O:31][CH:32]1[CH:37]([O:38][Si:39]([C:42]([CH3:45])([CH3:44])[CH3:43])([CH3:41])[CH3:40])[CH2:36][CH2:35][N:34]([CH2:24][CH2:23][CH2:22][CH2:21][N:16]2[C:17](=[O:20])[CH2:18][CH2:19][N:13]([C:11](=[O:12])/[CH:10]=[CH:9]/[C:4]3[CH:5]=[CH:6][C:7]([Cl:8])=[C:2]([Cl:1])[CH:3]=3)[CH2:14][CH2:15]2)[CH2:33]1)([CH3:29])([CH3:28])[CH3:27], predict the reactants needed to synthesize it. The reactants are: [Cl:1][C:2]1[CH:3]=[C:4](/[CH:9]=[CH:10]/[C:11]([N:13]2[CH2:19][CH2:18][C:17](=[O:20])[N:16]([CH2:21][CH2:22][CH2:23][CH2:24]I)[CH2:15][CH2:14]2)=[O:12])[CH:5]=[CH:6][C:7]=1[Cl:8].[C:26]([Si:30]([CH3:47])([CH3:46])[O:31][C@H:32]1[C@@H:37]([O:38][Si:39]([C:42]([CH3:45])([CH3:44])[CH3:43])([CH3:41])[CH3:40])[CH2:36][CH2:35][NH:34][CH2:33]1)([CH3:29])([CH3:28])[CH3:27].C(=O)([O-])[O-].[Cs+].[Cs+].C(Cl)Cl. (5) Given the product [Cl:1][C:2]1[C:7]([C:8]2[C:9](=[O:31])[N:10]([CH2:29][CH3:30])[C:11]3[C:16]([CH:17]=2)=[CH:15][N:14]=[C:13]([NH:18][CH3:19])[CH:12]=3)=[CH:6][C:5]([NH:32][C:33]([NH:35][C:36]2[CH:41]=[C:40]([CH3:42])[CH:39]=[C:38]([F:43])[CH:37]=2)=[O:34])=[C:4]([F:44])[CH:3]=1, predict the reactants needed to synthesize it. The reactants are: [Cl:1][C:2]1[C:7]([C:8]2[C:9](=[O:31])[N:10]([CH2:29][CH3:30])[C:11]3[C:16]([CH:17]=2)=[CH:15][N:14]=[C:13]([N:18](CC2C=CC(OC)=CC=2)[CH3:19])[CH:12]=3)=[CH:6][C:5]([NH:32][C:33]([NH:35][C:36]2[CH:41]=[C:40]([CH3:42])[CH:39]=[C:38]([F:43])[CH:37]=2)=[O:34])=[C:4]([F:44])[CH:3]=1.C1(OC)C=CC=CC=1.